From a dataset of Catalyst prediction with 721,799 reactions and 888 catalyst types from USPTO. Predict which catalyst facilitates the given reaction. (1) Reactant: C[O:2][C:3]([C:5]1([S:18]([C:21]2[CH:26]=[CH:25][C:24]([O:27][CH2:28][C:29]#[C:30][CH3:31])=[CH:23][CH:22]=2)(=[O:20])=[O:19])[CH2:10][CH2:9][N:8]([C:11]([N:13]2[CH2:17][CH2:16][CH2:15][CH2:14]2)=[O:12])[CH2:7][CH2:6]1)=[O:4].[OH-].[Na+]. Product: [CH2:28]([O:27][C:24]1[CH:23]=[CH:22][C:21]([S:18]([C:5]2([C:3]([OH:4])=[O:2])[CH2:6][CH2:7][N:8]([C:11]([N:13]3[CH2:14][CH2:15][CH2:16][CH2:17]3)=[O:12])[CH2:9][CH2:10]2)(=[O:20])=[O:19])=[CH:26][CH:25]=1)[C:29]#[C:30][CH3:31]. The catalyst class is: 83. (2) Reactant: [Cl:1][C:2]1[CH:7]=[C:6](Cl)[C:5]([N+:9]([O-:11])=[O:10])=[CH:4][N:3]=1.C(N(CC)CC)C.O1CCCCC1[N:25]1[C:29]2[CH:30]=[CH:31][C:32]([C@@H:34]([NH2:36])[CH3:35])=[CH:33][C:28]=2[N:27]=[CH:26]1. Product: [NH:25]1[C:29]2[CH:30]=[CH:31][C:32]([C@@H:34]([NH:36][C:6]3[C:5]([N+:9]([O-:11])=[O:10])=[CH:4][N:3]=[C:2]([Cl:1])[CH:7]=3)[CH3:35])=[CH:33][C:28]=2[N:27]=[CH:26]1. The catalyst class is: 7. (3) Reactant: [C-:1]#[N:2].[Na+].[C:4]1([C:10]2[CH:11]=[C:12]([CH:15]=[CH:16][CH:17]=2)[CH2:13]Br)[CH:9]=[CH:8][CH:7]=[CH:6][CH:5]=1. Product: [C:10]1([C:4]2[CH:9]=[CH:8][CH:7]=[CH:6][CH:5]=2)[CH:17]=[CH:16][CH:15]=[C:12]([CH2:13][C:1]#[N:2])[CH:11]=1. The catalyst class is: 3. (4) Reactant: [N+:1]([C:4]1[CH:5]=[C:6]2[C:10](=[CH:11][C:12]=1[N+:13]([O-])=O)[NH:9][N:8]=[CH:7]2)([O-])=O. Product: [NH2:1][C:4]1[CH:5]=[C:6]2[C:10](=[CH:11][C:12]=1[NH2:13])[NH:9][N:8]=[CH:7]2. The catalyst class is: 45. (5) Reactant: [H-].[Al+3].[Li+].[H-].[H-].[H-].[CH2:7]1[C:15]2[C:10](=[CH:11][C:12]([C:16](O)=[O:17])=[CH:13][CH:14]=2)[CH2:9][CH2:8]1. Product: [CH2:7]1[C:15]2[C:10](=[CH:11][C:12]([CH2:16][OH:17])=[CH:13][CH:14]=2)[CH2:9][CH2:8]1. The catalyst class is: 1. (6) Reactant: [Cl:1][C:2]1[CH:7]=[CH:6][C:5]([NH:8][C:9]2[C:18]3[C:17]([NH2:19])=[C:16]([O:20][CH3:21])[C:15]([O:22][CH3:23])=[CH:14][C:13]=3[N:12]=[CH:11][N:10]=2)=[CH:4][CH:3]=1.[OH-].[Na+].[CH:26](O)=O. Product: [Cl:1][C:2]1[CH:3]=[CH:4][C:5]([N:8]2[C:9]3[C:18]4[C:13]([N:12]=[CH:11][N:10]=3)=[CH:14][C:15]([O:22][CH3:23])=[C:16]([O:20][CH3:21])[C:17]=4[N:19]=[CH:26]2)=[CH:6][CH:7]=1. The catalyst class is: 22.